From a dataset of Full USPTO retrosynthesis dataset with 1.9M reactions from patents (1976-2016). Predict the reactants needed to synthesize the given product. (1) Given the product [F:2][C:3]1[CH:4]=[CH:5][C:6]([C:9]2[N:10]=[C:11]([N:14]3[CH2:19][CH2:18][CH2:17][CH2:16][CH2:15]3)[S:12][CH:13]=2)=[CH:7][CH:8]=1, predict the reactants needed to synthesize it. The reactants are: Cl.[F:2][C:3]1[CH:8]=[CH:7][C:6]([C:9]2[N:10]=[C:11]([N:14]3[CH2:19][CH2:18][CH2:17][CH2:16][CH2:15]3)[S:12][CH:13]=2)=[CH:5][CH:4]=1.[OH-].[Na+]. (2) Given the product [NH2:1][C:2]1[N:6]([CH:7]([CH3:12])[CH3:8])[N:5]=[CH:4][C:3]=1[C:15]#[N:16], predict the reactants needed to synthesize it. The reactants are: [NH2:1][C:2]1[N:6]([C:7]2[CH:12]=CC=C[C:8]=2OC)[N:5]=[CH:4][C:3]=1[C:15]#[N:16].C(NN)(C)C. (3) Given the product [CH3:1][O:2][C:3]1[CH:9]=[CH:8][C:6]([NH:7][CH3:11])=[CH:5][CH:4]=1, predict the reactants needed to synthesize it. The reactants are: [CH3:1][O:2][C:3]1[CH:9]=[CH:8][C:6]([NH2:7])=[CH:5][CH:4]=1.I[CH3:11]. (4) Given the product [C:7]([N:10]([C:11]1[C:12]([Cl:19])=[N:13][C:14]([Cl:18])=[CH:15][C:16]=1[NH2:17])[CH2:21][CH2:22][CH2:23][CH2:24][O:25][CH3:26])(=[O:9])[CH3:8], predict the reactants needed to synthesize it. The reactants are: C([O-])([O-])=O.[Cs+].[Cs+].[C:7]([NH:10][C:11]1[C:12]([Cl:19])=[N:13][C:14]([Cl:18])=[CH:15][C:16]=1[NH2:17])(=[O:9])[CH3:8].Br[CH2:21][CH2:22][CH2:23][CH2:24][O:25][CH3:26]. (5) The reactants are: [C:1]1(P([C:2]2[CH:3]=[CH:4]C=[CH:6][CH:1]=2)[C:2]2[CH:3]=[CH:4]C=[CH:6][CH:1]=2)[CH:6]=C[CH:4]=[CH:3][CH:2]=1.CCOC(/[N:25]=N/C(OCC)=O)=O.[C:32]([O:36][C:37]([N:39]1[CH2:43][CH2:42][C@@H:41]([OH:44])[CH2:40]1)=[O:38])([CH3:35])([CH3:34])[CH3:33].[CH2:45]1[CH2:49][O:48][CH2:47][CH2:46]1. Given the product [C:32]([O:36][C:37]([N:39]1[CH2:43][CH2:42][C@H:41]([O:44][C:2]2[CH:3]=[CH:4][C:47]3[O:48][CH2:49][CH2:45][NH:25][C:46]=3[C:1]=2[CH3:6])[CH2:40]1)=[O:38])([CH3:35])([CH3:33])[CH3:34], predict the reactants needed to synthesize it. (6) The reactants are: [Br:1][C:2]1[CH:7]=[C:6]([Cl:8])[CH:5]=[CH:4][N:3]=1.C([N-]C(C)C)(C)C.[Li+].CN([CH:20]=[O:21])C. Given the product [Br:1][C:2]1[N:3]=[CH:4][CH:5]=[C:6]([Cl:8])[C:7]=1[CH:20]=[O:21], predict the reactants needed to synthesize it. (7) Given the product [OH:2][C:3]1[CH:4]=[C:5]2[C:10](=[CH:11][CH:12]=1)[C:9]([O:13][C:14]1[CH:15]=[CH:16][C:17](/[CH:20]=[CH:21]/[C:22]([OH:24])=[O:23])=[CH:18][CH:19]=1)=[C:8]([C:25]1[CH:26]=[CH:27][CH:28]=[CH:29][CH:30]=1)[C:7]([CH2:31][CH:32]([CH3:34])[CH3:33])=[CH:6]2, predict the reactants needed to synthesize it. The reactants are: C[O:2][C:3]1[CH:4]=[C:5]2[C:10](=[CH:11][CH:12]=1)[C:9]([O:13][C:14]1[CH:19]=[CH:18][C:17](/[CH:20]=[CH:21]/[C:22]([OH:24])=[O:23])=[CH:16][CH:15]=1)=[C:8]([C:25]1[CH:30]=[CH:29][CH:28]=[CH:27][CH:26]=1)[C:7]([CH2:31][CH:32]([CH3:34])[CH3:33])=[CH:6]2.B(Br)(Br)Br. (8) Given the product [CH3:1][N:2]([CH2:11][C:12]([O:14][C:15]([CH3:18])([CH3:17])[CH3:16])=[O:13])[C:3]1[N:8]=[CH:7][CH:6]=[C:5]([C:9]2[S:22][C:21]3[CH:23]=[CH:24][CH:25]=[CH:26][C:20]=3[C:19](=[O:27])[N:10]=2)[N:4]=1, predict the reactants needed to synthesize it. The reactants are: [CH3:1][N:2]([CH2:11][C:12]([O:14][C:15]([CH3:18])([CH3:17])[CH3:16])=[O:13])[C:3]1[N:8]=[CH:7][CH:6]=[C:5]([C:9]#[N:10])[N:4]=1.[C:19](OC)(=[O:27])[C:20]1[C:21](=[CH:23][CH:24]=[CH:25][CH:26]=1)[SH:22].C(N(CC)CC)C. (9) The reactants are: O.[NH2:2][NH2:3].Cl[C:5]1[N:10]=[CH:9][N:8]=[C:7]([N:11]2[CH2:17][CH2:16][CH2:15][O:14][CH2:13][CH2:12]2)[CH:6]=1. Given the product [NH:2]([C:5]1[N:10]=[CH:9][N:8]=[C:7]([N:11]2[CH2:17][CH2:16][CH2:15][O:14][CH2:13][CH2:12]2)[CH:6]=1)[NH2:3], predict the reactants needed to synthesize it.